Dataset: Forward reaction prediction with 1.9M reactions from USPTO patents (1976-2016). Task: Predict the product of the given reaction. Given the reactants [C:1]([O:7][C:8]1[S:16][C:15]2[CH2:14][CH2:13][N:12]([C@@H:17]([C:22]3[CH:27]=[CH:26][CH:25]=[CH:24][C:23]=3[Cl:28])[C:18]([O:20][CH3:21])=[O:19])[CH2:11][C:10]=2[CH:9]=1)(=[O:6])[C:2]([CH3:5])([CH3:4])[CH3:3].Cl, predict the reaction product. The product is: [ClH:28].[C:1]([O:7][C:8]1[S:16][C:15]2[CH2:14][CH2:13][N:12]([C@@H:17]([C:22]3[CH:27]=[CH:26][CH:25]=[CH:24][C:23]=3[Cl:28])[C:18]([O:20][CH3:21])=[O:19])[CH2:11][C:10]=2[CH:9]=1)(=[O:6])[C:2]([CH3:5])([CH3:4])[CH3:3].